The task is: Predict which catalyst facilitates the given reaction.. This data is from Catalyst prediction with 721,799 reactions and 888 catalyst types from USPTO. (1) Reactant: [CH:1]([O:4][C:5]([N:7]1[CH2:12][CH2:11][CH:10]([CH:13]([OH:15])[CH3:14])[CH2:9][CH2:8]1)=[O:6])([CH3:3])[CH3:2].[H-].[Na+].[Br:18][C:19]1[CH:20]=[CH:21][C:22](Cl)=[N:23][CH:24]=1. Product: [CH:1]([O:4][C:5]([N:7]1[CH2:12][CH2:11][CH:10]([CH:13]([O:15][C:22]2[CH:21]=[CH:20][C:19]([Br:18])=[CH:24][N:23]=2)[CH3:14])[CH2:9][CH2:8]1)=[O:6])([CH3:3])[CH3:2]. The catalyst class is: 3. (2) Reactant: [C:1]([CH:5]1[CH2:10][CH2:9][CH:8]([O:11][C:12]2[CH:17]=[CH:16][C:15](B3OC(C)(C)C(C)(C)O3)=[CH:14][CH:13]=2)[CH2:7][CH2:6]1)([CH3:4])([CH3:3])[CH3:2].C[O:28][C:29](=[O:41])[CH2:30][CH:31]1[CH2:34][N:33]([C:35]2[S:36][CH:37]=[C:38](Br)[N:39]=2)[CH2:32]1.COCCOC.C(=O)(O)[O-].[Na+]. Product: [C:1]([C@H:5]1[CH2:6][CH2:7][C@H:8]([O:11][C:12]2[CH:17]=[CH:16][C:15]([C:38]3[N:39]=[C:35]([N:33]4[CH2:32][CH:31]([CH2:30][C:29]([OH:41])=[O:28])[CH2:34]4)[S:36][CH:37]=3)=[CH:14][CH:13]=2)[CH2:9][CH2:10]1)([CH3:3])([CH3:4])[CH3:2]. The catalyst class is: 461.